From a dataset of Retrosynthesis with 50K atom-mapped reactions and 10 reaction types from USPTO. Predict the reactants needed to synthesize the given product. Given the product COC(=O)CCc1cnoc1-c1ccc(C)cc1, predict the reactants needed to synthesize it. The reactants are: CO.Cc1ccc(-c2oncc2CCC(=O)O)cc1.